The task is: Predict the reaction yield, written as a fraction of the theoretical maximum amount of product (1.0 means a 100% yield; for example, 0.34 means a 34% yield).. This data is from Reaction yield outcomes from USPTO patents with 853,638 reactions. (1) The reactants are C[N:2]([CH3:19])[CH:3]=[CH:4][C:5]([C:7]1[CH:8]=[C:9]([N:13]([CH2:17][CH3:18])[C:14](=[O:16])[CH3:15])[CH:10]=[CH:11][CH:12]=1)=O.N[C:21]1[C:25]([C:26]#[N:27])=C[NH:23][N:22]=1.P(=O)(O)(O)O. The catalyst is O.CO. The product is [CH3:18][CH2:17][N:13]([C:14]([CH3:15])=[O:16])[C:9]1[CH:10]=[CH:11][CH:12]=[C:7]([C:5]2[N:23]3[N:22]=[CH:21][C:25]([C:26]#[N:27])=[C:19]3[N:2]=[CH:3][CH:4]=2)[CH:8]=1. The yield is 0.915. (2) The reactants are [H-].[Na+].[C:3]([C:7]1[O:11][N:10]=[C:9]([NH:12][C:13]([NH:15][C:16]2[CH:21]=[CH:20][CH:19]=[C:18]([SH:22])[CH:17]=2)=[O:14])[CH:8]=1)([CH3:6])([CH3:5])[CH3:4].[Cl:23][C:24]1[N:33]=[C:32](Cl)[C:31]2[C:26](=[CH:27][C:28]([O:37][CH3:38])=[C:29]([O:35][CH3:36])[CH:30]=2)[N:25]=1. The catalyst is CN(C=O)C.O. The product is [C:3]([C:7]1[O:11][N:10]=[C:9]([NH:12][C:13]([NH:15][C:16]2[CH:21]=[CH:20][CH:19]=[C:18]([S:22][C:32]3[C:31]4[C:26](=[CH:27][C:28]([O:37][CH3:38])=[C:29]([O:35][CH3:36])[CH:30]=4)[N:25]=[C:24]([Cl:23])[N:33]=3)[CH:17]=2)=[O:14])[CH:8]=1)([CH3:6])([CH3:4])[CH3:5]. The yield is 0.130.